The task is: Predict the reaction yield, written as a fraction of the theoretical maximum amount of product (1.0 means a 100% yield; for example, 0.34 means a 34% yield).. This data is from Reaction yield outcomes from USPTO patents with 853,638 reactions. (1) The reactants are [CH2:1]([C:3]([C:26]1[CH:31]=[CH:30][C:29]([B:32]2[O:36][C:35]([CH3:38])([CH3:37])[C:34]([CH3:40])([CH3:39])[O:33]2)=[C:28]([CH3:41])[CH:27]=1)([C:6]1[CH:11]=[CH:10][C:9]([C:12]#[C:13][C:14]2([O:20][Si:21]([CH3:24])([CH3:23])[CH3:22])[CH2:19][CH2:18][CH2:17][CH2:16][CH2:15]2)=[C:8]([CH3:25])[CH:7]=1)[CH2:4][CH3:5])[CH3:2]. The catalyst is C(OCC)(=O)C.[C].[Pd]. The product is [CH2:1]([C:3]([C:26]1[CH:31]=[CH:30][C:29]([B:32]2[O:33][C:34]([CH3:40])([CH3:39])[C:35]([CH3:37])([CH3:38])[O:36]2)=[C:28]([CH3:41])[CH:27]=1)([C:6]1[CH:11]=[CH:10][C:9]([CH2:12][CH2:13][C:14]2([O:20][Si:21]([CH3:23])([CH3:24])[CH3:22])[CH2:19][CH2:18][CH2:17][CH2:16][CH2:15]2)=[C:8]([CH3:25])[CH:7]=1)[CH2:4][CH3:5])[CH3:2]. The yield is 0.860. (2) The reactants are [CH2:1]([C:5]1[O:6][C:7]2[CH:34]=[CH:33][C:32]([N+:35]([O-])=O)=[CH:31][C:8]=2[C:9]=1[C:10](=[O:30])[C:11]1[CH:16]=[CH:15][C:14]([O:17][CH2:18][CH2:19][CH2:20][N:21]([CH2:26][CH2:27][CH2:28][CH3:29])[CH2:22][CH2:23][CH2:24][CH3:25])=[CH:13][CH:12]=1)[CH2:2][CH2:3][CH3:4].[H][H]. The catalyst is CO.[Ni]. The product is [NH2:35][C:32]1[CH:33]=[CH:34][C:7]2[O:6][C:5]([CH2:1][CH2:2][CH2:3][CH3:4])=[C:9]([C:10](=[O:30])[C:11]3[CH:16]=[CH:15][C:14]([O:17][CH2:18][CH2:19][CH2:20][N:21]([CH2:22][CH2:23][CH2:24][CH3:25])[CH2:26][CH2:27][CH2:28][CH3:29])=[CH:13][CH:12]=3)[C:8]=2[CH:31]=1. The yield is 0.980. (3) The yield is 0.670. The reactants are [F:1][C:2]1[CH:3]=[C:4]([CH2:8][C:9]#[N:10])[CH:5]=[CH:6][CH:7]=1.Br[CH2:12][CH2:13][CH2:14][CH2:15][CH2:16]Br.[H-].[Na+]. The product is [F:1][C:2]1[CH:3]=[C:4]([C:8]2([C:9]#[N:10])[CH2:16][CH2:15][CH2:14][CH2:13][CH2:12]2)[CH:5]=[CH:6][CH:7]=1. The catalyst is CN(C=O)C. (4) The product is [CH:28]1([C:26]([C@H:22]2[C@H:21]([CH3:31])[CH2:20][C@H:19]3[C@H:18]4[C:9]([C@@H:8]([C:5]5[CH:6]=[CH:7][C:2]([C:38]6[CH:39]=[N:40][C:35]([O:34][CH3:33])=[CH:36][CH:37]=6)=[CH:3][CH:4]=5)[CH2:25][C@:23]23[CH3:24])=[C:10]2[C:15](=[CH:14][C:13](=[O:32])[CH2:12][CH2:11]2)[CH2:16][CH2:17]4)=[O:27])[CH2:30][CH2:29]1. No catalyst specified. The reactants are Br[C:2]1[CH:7]=[CH:6][C:5]([C@H:8]2[CH2:25][C@@:23]3([CH3:24])[C@@H:19]([CH2:20][C@@H:21]([CH3:31])[C@@H:22]3[C:26]([CH:28]3[CH2:30][CH2:29]3)=[O:27])[C@H:18]3[C:9]2=[C:10]2[C:15]([CH2:16][CH2:17]3)=[CH:14][C:13](=[O:32])[CH2:12][CH2:11]2)=[CH:4][CH:3]=1.[CH3:33][O:34][C:35]1[N:40]=[CH:39][C:38](B(O)O)=[CH:37][CH:36]=1. The yield is 0.540. (5) The reactants are [N:1]1[C:11]2[C:10]3[S:12][C:13]([CH:15](Br)[C:16]([C:18]4[CH:23]=[CH:22][CH:21]=[CH:20][C:19]=4[Cl:24])=[O:17])=[CH:14][C:9]=3[CH2:8][CH2:7][O:6][C:5]=2[CH:4]=[CH:3][CH:2]=1.[CH:26]([NH2:28])=O. The product is [N:1]1[C:11]2[C:10]3[S:12][C:13]([C:15]4[N:28]=[CH:26][O:17][C:16]=4[C:18]4[CH:23]=[CH:22][CH:21]=[CH:20][C:19]=4[Cl:24])=[CH:14][C:9]=3[CH2:8][CH2:7][O:6][C:5]=2[CH:4]=[CH:3][CH:2]=1. The catalyst is O. The yield is 0.180. (6) The reactants are [CH2:1]([O:8][C:9]1[CH:10]=[C:11]2[C:16](=[CH:17][C:18]=1[O:19][CH3:20])[N:15]=[CH:14][N:13]=[C:12]2Cl)[C:2]1[CH:7]=[CH:6][CH:5]=[CH:4][CH:3]=1.[NH2:22][C:23]1[CH:24]=[C:25]([OH:29])[CH:26]=[CH:27][CH:28]=1.C([O-])([O-])=O.[Cs+].[Cs+]. The catalyst is C1COCC1. The product is [CH2:1]([O:8][C:9]1[CH:10]=[C:11]2[C:16](=[CH:17][C:18]=1[O:19][CH3:20])[N:15]=[CH:14][N:13]=[C:12]2[O:29][C:25]1[CH:24]=[C:23]([CH:28]=[CH:27][CH:26]=1)[NH2:22])[C:2]1[CH:7]=[CH:6][CH:5]=[CH:4][CH:3]=1. The yield is 0.900.